This data is from Forward reaction prediction with 1.9M reactions from USPTO patents (1976-2016). The task is: Predict the product of the given reaction. (1) Given the reactants CO.[C:3]([NH:11][C:12]1[CH:24]=[C:23]([NH:25][C:26]2[CH:31]=[CH:30][CH:29]=[CH:28][C:27]=2[N+:32]([O-])=O)[CH:22]=[CH:21][C:13]=1[C:14]([O:16][C:17]([CH3:20])([CH3:19])[CH3:18])=[O:15])(=[O:10])[C:4]1[CH:9]=[CH:8][CH:7]=[CH:6][CH:5]=1, predict the reaction product. The product is: [NH2:32][C:27]1[CH:28]=[CH:29][CH:30]=[CH:31][C:26]=1[NH:25][C:23]1[CH:22]=[CH:21][C:13]([C:14]([O:16][C:17]([CH3:18])([CH3:19])[CH3:20])=[O:15])=[C:12]([NH:11][C:3](=[O:10])[C:4]2[CH:5]=[CH:6][CH:7]=[CH:8][CH:9]=2)[CH:24]=1. (2) Given the reactants [Cl:1][C:2]1[CH:3]=[N:4][CH:5]=[C:6]([Cl:9])[C:7]=1[CH3:8].C[Si]([N-][Si](C)(C)C)(C)C.[Li+].[CH3:20][O:21][C:22]1[C:27]2[O:28][C:29]3[CH:34]=[CH:33][C:32]([N+:35]([O-:37])=[O:36])=[CH:31][C:30]=3[C:26]=2[C:25]([C:38](Cl)=[O:39])=[CH:24][CH:23]=1, predict the reaction product. The product is: [Cl:1][C:2]1[CH:3]=[N:4][CH:5]=[C:6]([Cl:9])[C:7]=1[CH2:8][C:38]([C:25]1[C:26]2[C:30]3[CH:31]=[C:32]([N+:35]([O-:37])=[O:36])[CH:33]=[CH:34][C:29]=3[O:28][C:27]=2[C:22]([O:21][CH3:20])=[CH:23][CH:24]=1)=[O:39].